This data is from Reaction yield outcomes from USPTO patents with 853,638 reactions. The task is: Predict the reaction yield, written as a fraction of the theoretical maximum amount of product (1.0 means a 100% yield; for example, 0.34 means a 34% yield). The reactants are [CH2:1]([C:3]1[C:8]([CH2:9][S:10][C:11]2[N:16]=[C:15]([OH:17])[CH:14]=[C:13]([C:18]([F:21])([F:20])[F:19])[N:12]=2)=[C:7]([CH2:22][CH3:23])[CH:6]=[CH:5][N:4]=1)[CH3:2].[ClH:24].O1CCOCC1. The catalyst is CO. The product is [ClH:24].[CH2:1]([C:3]1[C:8]([CH2:9][S:10][C:11]2[N:16]=[C:15]([OH:17])[CH:14]=[C:13]([C:18]([F:21])([F:20])[F:19])[N:12]=2)=[C:7]([CH2:22][CH3:23])[CH:6]=[CH:5][N:4]=1)[CH3:2]. The yield is 0.950.